This data is from Drug-target binding data from BindingDB using Ki measurements. The task is: Regression. Given a target protein amino acid sequence and a drug SMILES string, predict the binding affinity score between them. We predict pKi (pKi = -log10(Ki in M); higher means stronger inhibition). Dataset: bindingdb_ki. (1) The pKi is 4.7. The target protein sequence is MTTGAAPDRKAPVRPTPLDRVIPAPASVDPGGAPYRITRGTHIRVDDSREARRVGDYLADLLRPATGYRLPVTAHGHGGIRLRLAGGPYGDEGYRLDSGPAGVTITARKAAGLFHGVQTLRQLLPPAVEKDSAQPGPWLVAGGTIEDTPRYAWRSAMLDVSRHFFGVDEVKRYIDRVARYKYNKLHLHLSDDQGWRIAIDSWPRLATYGGSTEVGGGPGGYYTKAEYKEIVRYAASRHLEVVPEIDMPGHTNAALASYAELNCDGVAPPLYTGTKVGFSSLCVDKDVTYDFVDDVIGELAALTPGRYLHIGGDEAHSTPKADFVAFMKRVQPIVAKYGKTVVGWHQLAGAEPVEGALVQYWGLDRTGDAEKAEVAEAARNGTGLILSPADRTYLDMKYTKDTPLGLSWAGYVEVQRSYDWDPAGYLPGAPADAVRGVEAPLWTETLSDPDQLDYMAFPRLPGVAELGWSPASTHDWDTYKVRLAAQAPYWEAAGIDFYRS.... The small molecule is CC1=N[C@H]2[C@H](O[C@H](CO)[C@@H](O)[C@@H]2O)S1. (2) The drug is C[C@@H](O)[C@@H]1NC(=O)[C@H](CCCCN)NC(=O)[C@@H](Cc2c[nH]c3ccccc23)NC(=O)[C@H](Cc2ccccc2)NC(=O)[C@H](Cc2ccc(Cl)cc2)NC(=O)CCCCCCNC(=O)[C@H](Cc2ccccc2)NC1=O. The target protein (P49660) has sequence MNAPATLPPGVEDTTWTPGINASWAPDEEEEDAMGSDGTGTAGMVTIQCIYALVCLVGLVGNALVIFVILRYAKMKTATNIYLLNLAVADELFMLSVPFARSAAALRHWPFGAVLCRAVLSVDGLNMFTSVFCLTVLSVDRYVAVVHPLATATYRRPSVAKLINLGVWLASLLVTLPIAVFADTRPARGGEAVACNLHWPHPAWSAVFVIYTFLLGFLPPVLAIGLCYLLIVGKMRAVALAGGWQQRRRSEKKITRLVLMVVTVFVLCWMPFYVVQLLNLFVTSLDATVNHVSLILSYANSCANPILYGFLSDNFRRSFQRVLCLRCCLLETTGGAEEEPLDYYATALKSRGGAGCICPPLPCQQEPVQAEPGCKQVPFTKTTTF. The pKi is 7.4.